This data is from Catalyst prediction with 721,799 reactions and 888 catalyst types from USPTO. The task is: Predict which catalyst facilitates the given reaction. (1) Reactant: COCCO[AlH2-]OCCOC.[Na+].C(O[C:18]([NH:20][C@H:21]1[CH2:26][CH2:25][C@H:24]([C:27](O)=[O:28])[CH2:23][CH2:22]1)=O)(C)(C)C. The catalyst class is: 11. Product: [CH3:18][NH:20][C@H:21]1[CH2:26][CH2:25][C@H:24]([CH2:27][OH:28])[CH2:23][CH2:22]1. (2) Reactant: C([C:3]1[CH:4]=[C:5]([CH2:9][C:10]([OH:12])=[O:11])[CH:6]=[CH:7][CH:8]=1)=O.C1([CH2:16][O:17]C2C=C([C@@H](O)CC3C(Cl)=C[N+]([O-])=CC=3Cl)C=CC=2OC(F)F)CC1.CCN=C=NCCCN(C)C.Cl. Product: [CH:16]([C:8]1[CH:3]=[CH:4][C:5]([CH2:9][C:10]([OH:12])=[O:11])=[CH:6][CH:7]=1)=[O:17]. The catalyst class is: 239. (3) Reactant: [CH:1]1([C:4]2[N:8]=[C:7]([C:9]3[C:16]4[C:15]([CH3:18])([CH3:17])[O:14][C:13]([CH3:20])([CH3:19])[C:12]=4[S:11][C:10]=3[NH:21]C(=O)C)[O:6][N:5]=2)[CH2:3][CH2:2]1.C[O-].[Na+].C([O-])(O)=O.[Na+].CCOC(C)=O. Product: [CH:1]1([C:4]2[N:8]=[C:7]([C:9]3[C:16]4[C:15]([CH3:18])([CH3:17])[O:14][C:13]([CH3:19])([CH3:20])[C:12]=4[S:11][C:10]=3[NH2:21])[O:6][N:5]=2)[CH2:3][CH2:2]1. The catalyst class is: 5. (4) Reactant: [F:1][C:2]1[CH:3]=[C:4]2[C:17](=[C:18]([F:20])[CH:19]=1)[C:16]1[C:7](=[C:8]3[C:13](=[CH:14][CH:15]=1)[CH:12]=[C:11]([OH:21])[CH:10]=[CH:9]3)[CH:6]([C:22]1[CH:27]=[CH:26][C:25]([O:28][CH2:29][CH2:30][N:31]3[CH2:36][CH2:35][CH2:34][CH2:33][CH2:32]3)=[CH:24][CH:23]=1)[O:5]2.[ClH:37]. Product: [ClH:37].[F:1][C:2]1[CH:3]=[C:4]2[C:17](=[C:18]([F:20])[CH:19]=1)[C:16]1[C:7](=[C:8]3[C:13](=[CH:14][CH:15]=1)[CH:12]=[C:11]([OH:21])[CH:10]=[CH:9]3)[CH:6]([C:22]1[CH:23]=[CH:24][C:25]([O:28][CH2:29][CH2:30][N:31]3[CH2:32][CH2:33][CH2:34][CH2:35][CH2:36]3)=[CH:26][CH:27]=1)[O:5]2. The catalyst class is: 4. (5) Reactant: [Br:1]Br.CC(N)(C)C.[OH:8][C:9]1[C:10]([CH3:19])=[C:11]([CH:16]=[CH:17][CH:18]=1)[C:12]([O:14][CH3:15])=[O:13].O. Product: [Br:1][C:18]1[CH:17]=[CH:16][C:11]([C:12]([O:14][CH3:15])=[O:13])=[C:10]([CH3:19])[C:9]=1[OH:8]. The catalyst class is: 4.